Task: Regression. Given two drug SMILES strings and cell line genomic features, predict the synergy score measuring deviation from expected non-interaction effect.. Dataset: NCI-60 drug combinations with 297,098 pairs across 59 cell lines Drug 1: CC1=CC2C(CCC3(C2CCC3(C(=O)C)OC(=O)C)C)C4(C1=CC(=O)CC4)C. Drug 2: C(=O)(N)NO. Cell line: COLO 205. Synergy scores: CSS=14.7, Synergy_ZIP=-5.56, Synergy_Bliss=4.17, Synergy_Loewe=-4.96, Synergy_HSA=2.14.